Task: Binary Classification. Given a miRNA mature sequence and a target amino acid sequence, predict their likelihood of interaction.. Dataset: Experimentally validated miRNA-target interactions with 360,000+ pairs, plus equal number of negative samples (1) Result: 1 (interaction). The protein sequence of the target gene is MPFLHGFRRIIFEYQPLVDAILGSLGIQDPERQESLDRPSYVASEESRILVLTELLERKAHSPFYQEGVSNALLKMAELGLTRAADVLLRHGANLNFEDPVTYYTALHIAVLRNQPDMVELLVHHGADVNRRDRIHESSPLDLASEEPERLPCLQRLLDLGADVNAADKHGKTALLHALASSDGVQIHNTENIRLLLEGGADVKATTKDGDTVFTCIIFLLGETVGGDKEEAQMINRFCFQVTRLLLAHGADPSECPAHESLTHICLKSFKLHFPLLRFLLESGAAYNCSLHGASCWSGF.... The miRNA is hsa-miR-152-3p with sequence UCAGUGCAUGACAGAACUUGG. (2) The miRNA is hsa-miR-296-3p with sequence GAGGGUUGGGUGGAGGCUCUCC. The protein sequence of the target gene is MIISHFPKCVAVFALLALSVGALDTFIAAVYEHAVILPNRTETPVSKEEALLLMNKNIDVLEKAVKLAAKQGAHIIVTPEDGIYGWIFTRESIYPYLEDIPDPGVNWIPCRDPWRFGNTPVQQRLSCLAKDNSIYVVANIGDKKPCNASDSQCPPDGRYQYNTDVVFDSQGKLLARYHKYNLFAPEIQFDFPKDSELVTFDTPFGKFGIFTCFDIFSHDPAVVVVDEFQLTAFSTPQHGTTRCPSSRLFPSIQHGPRPWESIYLLQIPTTPACT. Result: 0 (no interaction).